Task: Regression. Given two drug SMILES strings and cell line genomic features, predict the synergy score measuring deviation from expected non-interaction effect.. Dataset: NCI-60 drug combinations with 297,098 pairs across 59 cell lines (1) Drug 1: C1=CC(=CC=C1C#N)C(C2=CC=C(C=C2)C#N)N3C=NC=N3. Drug 2: COC1=NC(=NC2=C1N=CN2C3C(C(C(O3)CO)O)O)N. Cell line: KM12. Synergy scores: CSS=-6.74, Synergy_ZIP=0.359, Synergy_Bliss=-5.32, Synergy_Loewe=-13.0, Synergy_HSA=-9.46. (2) Drug 1: CC12CCC(CC1=CCC3C2CCC4(C3CC=C4C5=CN=CC=C5)C)O. Drug 2: B(C(CC(C)C)NC(=O)C(CC1=CC=CC=C1)NC(=O)C2=NC=CN=C2)(O)O. Cell line: SK-OV-3. Synergy scores: CSS=5.93, Synergy_ZIP=-0.200, Synergy_Bliss=2.77, Synergy_Loewe=-0.245, Synergy_HSA=2.48.